From a dataset of Catalyst prediction with 721,799 reactions and 888 catalyst types from USPTO. Predict which catalyst facilitates the given reaction. (1) Reactant: [C:1]([O:5][C:6]([N:8]1[CH2:13][CH2:12][CH:11]([CH2:14][CH2:15][CH2:16][NH:17][C:18]2[CH:23]=[CH:22][C:21]([S:24][CH3:25])=[CH:20][CH:19]=2)[CH2:10][CH2:9]1)=[O:7])([CH3:4])([CH3:3])[CH3:2].OS(O)(=O)=O.[CH2:31]=O.[BH4-].[Na+].[OH-].[Na+]. Product: [C:1]([O:5][C:6]([N:8]1[CH2:9][CH2:10][CH:11]([CH2:14][CH2:15][CH2:16][N:17]([CH3:31])[C:18]2[CH:19]=[CH:20][C:21]([S:24][CH3:25])=[CH:22][CH:23]=2)[CH2:12][CH2:13]1)=[O:7])([CH3:3])([CH3:4])[CH3:2]. The catalyst class is: 20. (2) The catalyst class is: 2. Reactant: [CH3:1][C:2]1[O:3][C:4]([C:8]([OH:10])=O)=[C:5]([CH3:7])[N:6]=1.C(Cl)(=O)C([Cl:14])=O. Product: [CH3:1][C:2]1[O:3][C:4]([C:8]([Cl:14])=[O:10])=[C:5]([CH3:7])[N:6]=1. (3) The catalyst class is: 84. Reactant: Cl[CH2:2][CH2:3][N:4]1[C:13]2[C:8](=[C:9]([F:18])[CH:10]=[CH:11][C:12]=2[O:14][CH2:15][CH2:16][CH3:17])[C:7](=[O:19])[C:6]([C:20]2[CH:25]=[CH:24][C:23]([O:26][CH3:27])=[CH:22][CH:21]=2)=[CH:5]1.[SH:28][CH2:29][CH2:30][C:31]([O:33][CH3:34])=[O:32].[I-].[Na+].CN(C=O)C. Product: [F:18][C:9]1[CH:10]=[CH:11][C:12]([O:14][CH2:15][CH2:16][CH3:17])=[C:13]2[C:8]=1[C:7](=[O:19])[C:6]([C:20]1[CH:25]=[CH:24][C:23]([O:26][CH3:27])=[CH:22][CH:21]=1)=[CH:5][N:4]2[CH2:3][CH2:2][S:28][CH2:29][CH2:30][C:31]([O:33][CH3:34])=[O:32]. (4) Reactant: [O:1]1[CH:5]=[CH:4][C:3]([C:6]2[CH:7]=[C:8]([C:18]([F:21])([F:20])[F:19])[C:9]3[N:10]([CH:12]=[C:13]([C:15](O)=[O:16])[N:14]=3)[CH:11]=2)=[CH:2]1.O1CCCC1.B. Product: [O:1]1[CH:5]=[CH:4][C:3]([C:6]2[CH:7]=[C:8]([C:18]([F:20])([F:19])[F:21])[C:9]3[N:10]([CH:12]=[C:13]([CH2:15][OH:16])[N:14]=3)[CH:11]=2)=[CH:2]1. The catalyst class is: 49. (5) Reactant: CN(C(ON1N=NC2C=CC=CC1=2)=[N+](C)C)C.[B-](F)(F)(F)F.[CH3:23][C:24]1[C:28]([C:29]([OH:31])=O)=[C:27]([CH2:32][C:33](=[O:40])[C:34]2[CH:39]=[CH:38][CH:37]=[CH:36][CH:35]=2)[O:26][N:25]=1.C(N(C(C)C)C(C)C)C.[C:50]1([C:56]2([OH:62])[CH2:61][CH2:60][NH:59][CH2:58][CH2:57]2)[CH:55]=[CH:54][CH:53]=[CH:52][CH:51]=1. Product: [OH:62][C:56]1([C:50]2[CH:55]=[CH:54][CH:53]=[CH:52][CH:51]=2)[CH2:61][CH2:60][N:59]([C:29]([C:28]2[C:24]([CH3:23])=[N:25][O:26][C:27]=2[CH2:32][C:33]([C:34]2[CH:39]=[CH:38][CH:37]=[CH:36][CH:35]=2)=[O:40])=[O:31])[CH2:58][CH2:57]1. The catalyst class is: 479. (6) Reactant: [NH2:1][C:2]1[CH:3]=[C:4]([C:8]2[N:13]3[N:14]=[C:15]([NH:17][C:18]4[CH:23]=[CH:22][C:21]([O:24][CH2:25][CH2:26][N:27]5[CH2:31][CH2:30][CH2:29][CH2:28]5)=[CH:20][CH:19]=4)[N:16]=[C:12]3[CH:11]=[CH:10][CH:9]=2)[CH:5]=[CH:6][CH:7]=1.[C:32]1([N:38]=[C:39]=[O:40])[CH:37]=[CH:36][CH:35]=[CH:34][CH:33]=1. Product: [C:32]1([NH:38][C:39]([NH:1][C:2]2[CH:7]=[CH:6][CH:5]=[C:4]([C:8]3[N:13]4[N:14]=[C:15]([NH:17][C:18]5[CH:23]=[CH:22][C:21]([O:24][CH2:25][CH2:26][N:27]6[CH2:28][CH2:29][CH2:30][CH2:31]6)=[CH:20][CH:19]=5)[N:16]=[C:12]4[CH:11]=[CH:10][CH:9]=3)[CH:3]=2)=[O:40])[CH:37]=[CH:36][CH:35]=[CH:34][CH:33]=1. The catalyst class is: 22.